From a dataset of Forward reaction prediction with 1.9M reactions from USPTO patents (1976-2016). Predict the product of the given reaction. Given the reactants [CH3:1][C:2]1[CH:7]=[C:6]([C:8]2[CH:9]=[C:10]([N+:23]([O-])=O)[C:11]([O:14][CH2:15][C:16]([O:18][C:19]([CH3:22])([CH3:21])[CH3:20])=[O:17])=[N:12][CH:13]=2)[CH:5]=[CH:4][N:3]=1, predict the reaction product. The product is: [NH2:23][C:10]1[C:11]([O:14][CH2:15][C:16]([O:18][C:19]([CH3:22])([CH3:21])[CH3:20])=[O:17])=[N:12][CH:13]=[C:8]([C:6]2[CH:5]=[CH:4][N:3]=[C:2]([CH3:1])[CH:7]=2)[CH:9]=1.